Task: Regression. Given two drug SMILES strings and cell line genomic features, predict the synergy score measuring deviation from expected non-interaction effect.. Dataset: NCI-60 drug combinations with 297,098 pairs across 59 cell lines (1) Drug 1: CC1=C(N=C(N=C1N)C(CC(=O)N)NCC(C(=O)N)N)C(=O)NC(C(C2=CN=CN2)OC3C(C(C(C(O3)CO)O)O)OC4C(C(C(C(O4)CO)O)OC(=O)N)O)C(=O)NC(C)C(C(C)C(=O)NC(C(C)O)C(=O)NCCC5=NC(=CS5)C6=NC(=CS6)C(=O)NCCC[S+](C)C)O. Drug 2: CC(C)(C#N)C1=CC(=CC(=C1)CN2C=NC=N2)C(C)(C)C#N. Cell line: OVCAR-8. Synergy scores: CSS=33.7, Synergy_ZIP=-1.29, Synergy_Bliss=-2.53, Synergy_Loewe=-5.36, Synergy_HSA=-1.40. (2) Drug 1: CC(CN1CC(=O)NC(=O)C1)N2CC(=O)NC(=O)C2. Drug 2: CC1CCC2CC(C(=CC=CC=CC(CC(C(=O)C(C(C(=CC(C(=O)CC(OC(=O)C3CCCCN3C(=O)C(=O)C1(O2)O)C(C)CC4CCC(C(C4)OC)OCCO)C)C)O)OC)C)C)C)OC. Cell line: ACHN. Synergy scores: CSS=34.9, Synergy_ZIP=-12.1, Synergy_Bliss=-6.71, Synergy_Loewe=0.920, Synergy_HSA=1.77. (3) Drug 1: C1CCC(C1)C(CC#N)N2C=C(C=N2)C3=C4C=CNC4=NC=N3. Drug 2: CC1CCC2CC(C(=CC=CC=CC(CC(C(=O)C(C(C(=CC(C(=O)CC(OC(=O)C3CCCCN3C(=O)C(=O)C1(O2)O)C(C)CC4CCC(C(C4)OC)O)C)C)O)OC)C)C)C)OC. Cell line: SF-539. Synergy scores: CSS=19.4, Synergy_ZIP=-4.33, Synergy_Bliss=-0.520, Synergy_Loewe=-0.447, Synergy_HSA=2.12. (4) Drug 1: CN(C)N=NC1=C(NC=N1)C(=O)N. Drug 2: C1CC(=O)NC(=O)C1N2C(=O)C3=CC=CC=C3C2=O. Cell line: LOX IMVI. Synergy scores: CSS=38.3, Synergy_ZIP=0.869, Synergy_Bliss=0.925, Synergy_Loewe=-4.94, Synergy_HSA=0.301.